Dataset: Forward reaction prediction with 1.9M reactions from USPTO patents (1976-2016). Task: Predict the product of the given reaction. (1) Given the reactants Cl.[CH3:2][C@H:3]1[CH2:8][C@H:7]([CH3:9])[CH2:6][NH:5][CH2:4]1.Cl[CH2:11][CH2:12][CH2:13][OH:14].C(=O)([O-])[O-].[K+].[K+].[I-].[K+], predict the reaction product. The product is: [OH:14][CH2:13][CH2:12][CH2:11][N:5]1[CH2:6][C@@H:7]([CH3:9])[CH2:8][C@H:3]([CH3:2])[CH2:4]1. (2) Given the reactants ClC(Cl)(Cl)C(Cl)(Cl)Cl.[F:9][C:10]1[CH:11]=[CH:12][C:13]([NH:16][NH:17][C:18](=O)[C:19]2[CH:24]=[CH:23][CH:22]=[CH:21][C:20]=2[Cl:25])=[N:14][CH:15]=1.C1(P(C2C=CC=CC=2)C2C=CC=CC=2)C=CC=CC=1.C(N(CC)CC)C, predict the reaction product. The product is: [Cl:25][C:20]1[CH:21]=[CH:22][CH:23]=[CH:24][C:19]=1[C:18]1[N:14]2[CH:15]=[C:10]([F:9])[CH:11]=[CH:12][C:13]2=[N:16][N:17]=1. (3) Given the reactants [C:1]([C:5]1[O:6][C:7]2[C:13]([C:14]3[CH:19]=[CH:18][C:17]([F:20])=[CH:16][CH:15]=3)=[CH:12][C:11]([C:21](O)=[O:22])=[CH:10][C:8]=2[N:9]=1)([CH3:4])([CH3:3])[CH3:2].[Cl-].[Na+].Cl.Cl.[F:28][C:29]([F:40])([F:39])[C:30]1[N:35]=[CH:34][C:33]([C@H:36]([NH2:38])[CH3:37])=[CH:32][N:31]=1.CN1CCOCC1.Cl.CN(C)CCN=C=NCC.ON1C2N=CC=CC=2N=N1, predict the reaction product. The product is: [C:1]([C:5]1[O:6][C:7]2[C:13]([C:14]3[CH:19]=[CH:18][C:17]([F:20])=[CH:16][CH:15]=3)=[CH:12][C:11]([C:21]([NH:38][C@@H:36]([C:33]3[CH:32]=[N:31][C:30]([C:29]([F:40])([F:39])[F:28])=[N:35][CH:34]=3)[CH3:37])=[O:22])=[CH:10][C:8]=2[N:9]=1)([CH3:2])([CH3:3])[CH3:4]. (4) Given the reactants [C:1]([OH:7])(=O)[CH2:2][CH2:3][C:4]#[CH:5].[OH:8]N1C(=O)CCC1=O.[NH2:16][C:17]1[CH:22]=[CH:21][C:20]([CH:23](O)[CH3:24])=[CH:19][CH:18]=1.C(N(CC)CC)C, predict the reaction product. The product is: [OH:8][CH2:24][CH2:23][C:20]1[CH:21]=[CH:22][C:17]([NH:16][C:1](=[O:7])[CH2:2][CH2:3][C:4]#[CH:5])=[CH:18][CH:19]=1. (5) Given the reactants [CH2:1]([O:3][C:4]([C:6]1[CH:7]=[N:8][C:9]2[N:10]([N:21]=[CH:22][C:23]=2[S:24]([OH:27])(=[O:26])=O)[C:11]=1[NH:12][C:13]1[CH:18]=[CH:17][C:16]([F:19])=[CH:15][C:14]=1[CH3:20])=[O:5])[CH3:2].[CH:28]1([NH2:31])[CH2:30][CH2:29]1, predict the reaction product. The product is: [CH:28]1([NH:31][S:24]([C:23]2[CH:22]=[N:21][N:10]3[C:11]([NH:12][C:13]4[CH:18]=[CH:17][C:16]([F:19])=[CH:15][C:14]=4[CH3:20])=[C:6]([C:4]([O:3][CH2:1][CH3:2])=[O:5])[CH:7]=[N:8][C:9]=23)(=[O:26])=[O:27])[CH2:30][CH2:29]1. (6) The product is: [CH:1]1([N:5]2[CH2:11][CH2:10][CH2:9][N:8]([C:12]([N:14]3[CH2:15][CH:16]([O:18][C:19]4[CH:20]=[C:21]5[C:25](=[CH:26][CH:27]=4)[N:24]([CH3:30])[CH:23]=[CH:22]5)[CH2:17]3)=[O:13])[CH2:7][CH2:6]2)[CH2:2][CH2:3][CH2:4]1. Given the reactants [CH:1]1([N:5]2[CH2:11][CH2:10][CH2:9][N:8]([C:12]([N:14]3[CH2:17][CH:16]([O:18][C:19]4[CH:20]=[C:21]5[C:25](=[CH:26][CH:27]=4)[NH:24][CH:23]=[CH:22]5)[CH2:15]3)=[O:13])[CH2:7][CH2:6]2)[CH2:4][CH2:3][CH2:2]1.[H-].[Na+].[CH3:30]I, predict the reaction product. (7) Given the reactants [OH:1][CH2:2][C:3]1([CH2:6][C:7]([OH:9])=[O:8])[CH2:5][CH2:4]1.[CH2:10](O)[CH3:11], predict the reaction product. The product is: [OH:1][CH2:2][C:3]1([CH2:6][C:7]([O:9][CH2:10][CH3:11])=[O:8])[CH2:5][CH2:4]1. (8) Given the reactants [C:1]([O:5][C:6](=[O:26])[NH:7][CH:8]1[CH2:13][CH2:12][CH:11]([CH2:14][NH:15][C:16]2[C:21]([N+:22]([O-:24])=[O:23])=[CH:20][N:19]=[C:18](Cl)[N:17]=2)[CH2:10][CH2:9]1)([CH3:4])([CH3:3])[CH3:2].Cl.[CH3:28][S:29]([C:32]1[CH:39]=[CH:38][CH:37]=[CH:36][C:33]=1[CH2:34][NH2:35])(=[O:31])=[O:30].C(N(C(C)C)CC)(C)C, predict the reaction product. The product is: [C:1]([O:5][C:6](=[O:26])[NH:7][CH:8]1[CH2:13][CH2:12][CH:11]([CH2:14][NH:15][C:16]2[C:21]([N+:22]([O-:24])=[O:23])=[CH:20][N:19]=[C:18]([NH:35][CH2:34][C:33]3[CH:36]=[CH:37][CH:38]=[CH:39][C:32]=3[S:29]([CH3:28])(=[O:31])=[O:30])[N:17]=2)[CH2:10][CH2:9]1)([CH3:4])([CH3:3])[CH3:2].